From a dataset of Full USPTO retrosynthesis dataset with 1.9M reactions from patents (1976-2016). Predict the reactants needed to synthesize the given product. (1) Given the product [NH2:20][C:16]1[CH:15]=[C:14]([CH:19]=[CH:18][CH:17]=1)[O:13][CH2:12][C@@H:11]([NH:23][C:24](=[O:30])[O:25][C:26]([CH3:29])([CH3:27])[CH3:28])[CH2:10][C:3]1[C:4]2[C:9](=[CH:8][CH:7]=[CH:6][CH:5]=2)[NH:1][CH:2]=1, predict the reactants needed to synthesize it. The reactants are: [NH:1]1[C:9]2[C:4](=[CH:5][CH:6]=[CH:7][CH:8]=2)[C:3]([CH2:10][C@H:11]([NH:23][C:24](=[O:30])[O:25][C:26]([CH3:29])([CH3:28])[CH3:27])[CH2:12][O:13][C:14]2[CH:19]=[CH:18][CH:17]=[C:16]([N+:20]([O-])=O)[CH:15]=2)=[CH:2]1.C([O-])=O.[NH4+]. (2) Given the product [Br:17][C:18]1[CH:19]=[CH:20][C:21]([N:26]([CH2:28][CH:29]([CH3:31])[CH3:30])[CH3:27])=[C:22](/[CH:23]=[CH:11]/[C:12]([O:14][CH2:15][CH3:16])=[O:13])[CH:25]=1, predict the reactants needed to synthesize it. The reactants are: [H-].[Na+].C(OP([CH2:11][C:12]([O:14][CH2:15][CH3:16])=[O:13])(OCC)=O)C.[Br:17][C:18]1[CH:19]=[CH:20][C:21]([N:26]([CH2:28][CH:29]([CH3:31])[CH3:30])[CH3:27])=[C:22]([CH:25]=1)[CH:23]=O.O. (3) Given the product [CH:16]([O:1][C:2]1[CH:3]=[CH:4][C:5]2[O:10][C:9]([CH3:11])([CH3:12])[O:8][C:7](=[O:13])[C:6]=2[CH:14]=1)([CH3:18])[CH3:17], predict the reactants needed to synthesize it. The reactants are: [OH:1][C:2]1[CH:3]=[CH:4][C:5]2[O:10][C:9]([CH3:12])([CH3:11])[O:8][C:7](=[O:13])[C:6]=2[CH:14]=1.I[CH:16]([CH3:18])[CH3:17]. (4) Given the product [F:17][C:18]1[CH:23]=[CH:22][C:21]([C:2]2[N:3]=[N:4][C:5]([N:10]3[CH2:15][CH2:14][NH:13][C@H:12]([CH3:16])[CH2:11]3)=[C:6]([CH3:9])[C:7]=2[CH3:8])=[CH:20][CH:19]=1, predict the reactants needed to synthesize it. The reactants are: Cl[C:2]1[N:3]=[N:4][C:5]([N:10]2[CH2:15][CH2:14][NH:13][C@H:12]([CH3:16])[CH2:11]2)=[C:6]([CH3:9])[C:7]=1[CH3:8].[F:17][C:18]1[CH:23]=[CH:22][C:21](B(O)O)=[CH:20][CH:19]=1.C1(C)C=CC=CC=1. (5) Given the product [Cl:1][C:2]1[CH:7]=[CH:6][C:5]([N+:8]([O-:10])=[O:9])=[C:4]([O:20][C:17]2[CH:18]=[CH:19][C:14]([O:13][CH3:12])=[CH:15][CH:16]=2)[CH:3]=1, predict the reactants needed to synthesize it. The reactants are: [Cl:1][C:2]1[CH:7]=[CH:6][C:5]([N+:8]([O-:10])=[O:9])=[C:4](F)[CH:3]=1.[CH3:12][O:13][C:14]1[CH:19]=[CH:18][C:17]([OH:20])=[CH:16][CH:15]=1.C([O-])([O-])=O.[K+].[K+]. (6) The reactants are: [C:1]([O:5][C:6]([N:8]1[CH:12]=[C:11]([C:13]([O:15][CH3:16])=[O:14])[C:10]2[C:17](=[O:22])[CH2:18][CH2:19][CH2:20][CH2:21][C:9]1=2)=[O:7])([CH3:4])([CH3:3])[CH3:2].[Br:23]N1C(C)(C)C(=O)N(Br)C1=O.O. Given the product [CH3:16][O:15][C:13]([C:11]1[C:10]2[C:17](=[O:22])[CH:18]([Br:23])[CH2:19][CH2:20][CH2:21][C:9]=2[N:8]([C:6]([O:5][C:1]([CH3:4])([CH3:2])[CH3:3])=[O:7])[CH:12]=1)=[O:14], predict the reactants needed to synthesize it. (7) Given the product [Cl:23][C:24]1[CH:25]=[C:26]([C@@H:27]([OH:29])[CH2:28][NH:1][C:2]([CH3:14])([CH3:13])[CH2:3][C:4]2[CH:5]=[CH:6][C:7]([N+:10]([O-:12])=[O:11])=[CH:8][CH:9]=2)[CH:30]=[CH:31][CH:32]=1, predict the reactants needed to synthesize it. The reactants are: [NH2:1][C:2]([CH3:14])([CH3:13])[CH2:3][C:4]1[CH:9]=[CH:8][C:7]([N+:10]([O-:12])=[O:11])=[CH:6][CH:5]=1.C[Si](C)(C)NC(=O)C.[Cl:23][C:24]1[CH:25]=[C:26]([CH:30]=[CH:31][CH:32]=1)[C@H:27]1[O:29][CH2:28]1.Cl.C(=O)([O-])[O-].[Na+].[Na+]. (8) Given the product [Cl:32][C:15]1[N:14]=[C:13]([C:10]2[CH:11]=[N:12][C:7]([N:1]3[CH2:6][CH2:5][O:4][CH2:3][CH2:2]3)=[CH:8][CH:9]=2)[CH:22]=[C:21]2[C:16]=1[CH:17]=[CH:18][CH:19]=[N:20]2, predict the reactants needed to synthesize it. The reactants are: [N:1]1([C:7]2[N:12]=[CH:11][C:10]([C:13]3[CH:22]=[C:21]4[C:16]([CH:17]=[CH:18][CH:19]=[N:20]4)=[C:15](OS(C(F)(F)F)(=O)=O)[N:14]=3)=[CH:9][CH:8]=2)[CH2:6][CH2:5][O:4][CH2:3][CH2:2]1.Cl.[Cl:32]CCl.C(OCC)(=O)C.